This data is from Reaction yield outcomes from USPTO patents with 853,638 reactions. The task is: Predict the reaction yield, written as a fraction of the theoretical maximum amount of product (1.0 means a 100% yield; for example, 0.34 means a 34% yield). (1) The reactants are [CH:1]([O:4][C:5]1[CH:12]=[CH:11][C:10](B2OC(C)(C)C(C)(C)O2)=[CH:9][C:6]=1[C:7]#[N:8])([CH3:3])[CH3:2].Br[C:23]1[N:27]=[C:26]([C:28]2[CH:36]=[CH:35][CH:34]=[C:33]3[C:29]=2[CH2:30][CH2:31][C@@H:32]3[NH:37][C:38](=[O:44])[O:39][C:40]([CH3:43])([CH3:42])[CH3:41])[S:25][N:24]=1.N#N. The catalyst is CN(C=O)C.O.C1C=CC([P]([Pd]([P](C2C=CC=CC=2)(C2C=CC=CC=2)C2C=CC=CC=2)([P](C2C=CC=CC=2)(C2C=CC=CC=2)C2C=CC=CC=2)[P](C2C=CC=CC=2)(C2C=CC=CC=2)C2C=CC=CC=2)(C2C=CC=CC=2)C2C=CC=CC=2)=CC=1. The product is [C:7]([C:6]1[CH:9]=[C:10]([C:23]2[N:27]=[C:26]([C:28]3[CH:36]=[CH:35][CH:34]=[C:33]4[C:29]=3[CH2:30][CH2:31][C@@H:32]4[NH:37][C:38](=[O:44])[O:39][C:40]([CH3:42])([CH3:41])[CH3:43])[S:25][N:24]=2)[CH:11]=[CH:12][C:5]=1[O:4][CH:1]([CH3:2])[CH3:3])#[N:8]. The yield is 0.830. (2) The reactants are [Br:1][C:2]1[CH:7]=[CH:6][C:5]([O:8][CH3:9])=[CH:4][C:3]=1[CH2:10][NH2:11].[O:12](C(OC(C)(C)C)=O)[C:13]([O:15][C:16]([CH3:19])([CH3:18])[CH3:17])=O. The catalyst is C(Cl)Cl. The product is [Br:1][C:2]1[CH:7]=[CH:6][C:5]([O:8][CH3:9])=[CH:4][C:3]=1[CH2:10][NH:11][C:13](=[O:12])[O:15][C:16]([CH3:19])([CH3:18])[CH3:17]. The yield is 0.950. (3) The reactants are [C:1]([C:3]1[CH:8]=[C:7]([F:9])[CH:6]=[CH:5][C:4]=1[C:10]1[CH:15]=[CH:14][C:13]([CH2:16][CH:17]([C:23](=O)[CH2:24][CH2:25][CH3:26])[C:18](OCC)=[O:19])=[CH:12][CH:11]=1)#[N:2].[O:28]1[C:32]2([CH2:37][CH2:36][CH:35]([NH:38][C:39]3[NH:43][C:42]([CH3:44])=[N:41][N:40]=3)[CH2:34][CH2:33]2)[O:31][CH2:30][CH2:29]1.N12CCCN=C1CCCCC2.C(N(CC)C1C=CC=CC=1)C. The catalyst is C(OCC)(=O)C. The product is [O:28]1[C:32]2([CH2:33][CH2:34][CH:35]([N:38]3[C:18](=[O:19])[C:17]([CH2:16][C:13]4[CH:12]=[CH:11][C:10]([C:4]5[C:3]([C:1]#[N:2])=[CH:8][C:7]([F:9])=[CH:6][CH:5]=5)=[CH:15][CH:14]=4)=[C:23]([CH2:24][CH2:25][CH3:26])[N:40]4[N:41]=[C:42]([CH3:44])[N:43]=[C:39]34)[CH2:36][CH2:37]2)[O:31][CH2:30][CH2:29]1. The yield is 0.480. (4) The reactants are [CH3:13][CH:12]([O:11][C:9](/[N:8]=[N:8]/[C:9]([O:11][CH:12]([CH3:14])[CH3:13])=O)=O)[CH3:14].C(OC([NH:22][CH:23]1[C:37](=[O:38])[N:36]2C[C@@H](O)C[C@H:35]2[C:34](=[O:43])[NH:33][C@:32]2([C:45]([O:47][CH3:48])=[O:46])[CH2:44][C@H:31]2[CH:30]=[CH:29][CH2:28][CH2:27][CH2:26][CH2:25][CH2:24]1)=O)(C)(C)C.[CH3:49][N:50]1[CH:54]=[CH:53][N:52]=[C:51]1[C:55]1[N:56]=[C:57](O)[C:58]2C=[CH:62][S:61][C:59]=2N=1.C1(P(C2C=CC=CC=2)C2C=CC=CC=2)C=CC=CC=1. The catalyst is C1COCC1. The product is [NH2:22][CH:23]1[C:37](=[O:38])[N:36]2[CH2:14][C@H:12]([O:11][C:9]3[C:62]4[S:61][CH:59]=[CH:58][C:57]=4[N:56]=[C:55]([C:51]4[N:50]([CH3:49])[CH:54]=[CH:53][N:52]=4)[N:8]=3)[CH2:13][C@H:35]2[C:34](=[O:43])[NH:33][C@:32]2([C:45]([O:47][CH3:48])=[O:46])[CH2:44][C@H:31]2[CH:30]=[CH:29][CH2:28][CH2:27][CH2:26][CH2:25][CH2:24]1. The yield is 0.740. (5) The reactants are [C:1]1([C:7]2[S:11][C:10]([C:12]([OH:14])=O)=[CH:9][CH:8]=2)[CH:6]=[CH:5][CH:4]=[CH:3][CH:2]=1.C(Cl)(=O)C(Cl)=O.CN(C)C=O.[CH3:26][N:27]1[C:31]([C:32]2[CH:33]=[C:34]([CH:36]=[CH:37][CH:38]=2)[NH2:35])=[CH:30][N:29]=[C:28]1[CH3:39]. The catalyst is ClCCl.N1C=CC=CC=1. The product is [CH3:39][C:28]1[N:27]([CH3:26])[C:31]([C:32]2[CH:33]=[C:34]([NH:35][C:12]([C:10]3[S:11][C:7]([C:1]4[CH:2]=[CH:3][CH:4]=[CH:5][CH:6]=4)=[CH:8][CH:9]=3)=[O:14])[CH:36]=[CH:37][CH:38]=2)=[CH:30][N:29]=1. The yield is 0.829. (6) The reactants are [CH2:1]([O:3][C:4]1[N:8]([CH2:9][C:10]2[CH:15]=[CH:14][C:13]([C:16]3[CH:21]=[CH:20][CH:19]=[CH:18][C:17]=3[C:22]3[NH:26][C:25](=[O:27])[O:24][N:23]=3)=[CH:12][CH:11]=2)[C:7]2[C:28]([C:32]([OH:34])=[O:33])=[CH:29][CH:30]=[CH:31][C:6]=2[N:5]=1)[CH3:2].C(N(CC)CC)C.ClC1C=C(Cl)[CH:49]=[C:48](Cl)[C:44]=1[C:45](Cl)=[O:46].C1C[O:57]CC1. No catalyst specified. The product is [CH2:1]([O:3][C:4]1[N:8]([CH2:9][C:10]2[CH:11]=[CH:12][C:13]([C:16]3[CH:21]=[CH:20][CH:19]=[CH:18][C:17]=3[C:22]3[NH:26][C:25](=[O:27])[O:24][N:23]=3)=[CH:14][CH:15]=2)[C:7]2[C:28]([C:32]([O:34][CH:49]3[CH2:48][CH2:44][C:45](=[O:46])[O:57]3)=[O:33])=[CH:29][CH:30]=[CH:31][C:6]=2[N:5]=1)[CH3:2]. The yield is 0.0330. (7) The reactants are [C@H:1]12[CH2:7][C@H:4]([NH:5][CH2:6]1)[CH2:3][N:2]2[C:8]1[CH:13]=[C:12]([F:14])[C:11]([C:15]2[N:20]3[N:21]=[C:22]([C:33]4[CH:38]=[CH:37][N:36]=[CH:35][CH:34]=4)[C:23]([C:24]4[CH:32]=[CH:31][CH:30]=[C:29]5[C:25]=4[CH:26]=[N:27][NH:28]5)=[C:19]3[N:18]=[CH:17][CH:16]=2)=[C:10]([F:39])[CH:9]=1.[CH2:40]=O.[Na]. The catalyst is CN(C=O)C. The product is [F:39][C:10]1[CH:9]=[C:8]([N:2]2[CH2:3][C@@H:4]3[CH2:7][C@H:1]2[CH2:6][N:5]3[CH3:40])[CH:13]=[C:12]([F:14])[C:11]=1[C:15]1[N:20]2[N:21]=[C:22]([C:33]3[CH:38]=[CH:37][N:36]=[CH:35][CH:34]=3)[C:23]([C:24]3[CH:32]=[CH:31][CH:30]=[C:29]4[C:25]=3[CH:26]=[N:27][NH:28]4)=[C:19]2[N:18]=[CH:17][CH:16]=1. The yield is 0.840. (8) The yield is 0.120. The reactants are [CH3:1][C:2]1([NH:7][C:8](=[O:17])[O:9][CH2:10][C:11]2[CH:16]=[CH:15][CH:14]=[CH:13][CH:12]=2)[CH2:5][C:4](=C)[CH2:3]1.[OH2:18].CC1C=CC=C(C)N=1. The catalyst is C1COCC1.O=[Os](=O)(=O)=O. The product is [CH3:1][C:2]1([NH:7][C:8](=[O:17])[O:9][CH2:10][C:11]2[CH:16]=[CH:15][CH:14]=[CH:13][CH:12]=2)[CH2:5][C:4](=[O:18])[CH2:3]1. (9) The reactants are [Cl:1][C:2]1[CH:3]=[C:4]([S:9]([N:12]([CH2:14][CH2:15][CH2:16][N:17]([CH3:19])[CH3:18])[CH3:13])(=[O:11])=[O:10])[CH:5]=[N:6][C:7]=1Cl.CC(C)([O-])C.[K+].CN(C)C(=O)C.[CH3:32][N:33]1[CH:37]=[CH:36][C:35]([NH:38][C:39]2[C:48]3[C:43](=[CH:44][CH:45]=[C:46]([OH:49])[CH:47]=3)[N:42]=[CH:41][N:40]=2)=[N:34]1. The catalyst is O. The product is [Cl:1][C:2]1[CH:3]=[C:4]([S:9]([N:12]([CH2:14][CH2:15][CH2:16][N:17]([CH3:19])[CH3:18])[CH3:13])(=[O:11])=[O:10])[CH:5]=[N:6][C:7]=1[O:49][C:46]1[CH:47]=[C:48]2[C:43](=[CH:44][CH:45]=1)[N:42]=[CH:41][N:40]=[C:39]2[NH:38][C:35]1[CH:36]=[CH:37][N:33]([CH3:32])[N:34]=1. The yield is 0.680. (10) The reactants are [OH:1][NH:2][C:3](=[NH:17])[N:4]1[CH2:9][CH2:8][N:7]([C:10]([O:12][C:13]([CH3:16])([CH3:15])[CH3:14])=[O:11])[CH2:6][CH2:5]1.C(N(C(C)C)CC)(C)C.[C:27]([O:30][CH2:31][C:32](Cl)=O)(=[O:29])[CH3:28]. The catalyst is C1COCC1.O. The product is [C:27]([O:30][CH2:31][C:32]1[O:1][N:2]=[C:3]([N:4]2[CH2:5][CH2:6][N:7]([C:10]([O:12][C:13]([CH3:14])([CH3:16])[CH3:15])=[O:11])[CH2:8][CH2:9]2)[N:17]=1)(=[O:29])[CH3:28]. The yield is 0.760.